Task: Predict which catalyst facilitates the given reaction.. Dataset: Catalyst prediction with 721,799 reactions and 888 catalyst types from USPTO Reactant: [Br:1][C:2]1[C:7]([O:8][CH3:9])=[CH:6][CH:5]=[CH:4][C:3]=1[NH:10][C:11](=O)[C:12]([F:15])([F:14])[F:13].COC1C=CC(P2(SP(C3C=CC(OC)=CC=3)(=S)S2)=[S:26])=CC=1. Product: [Br:1][C:2]1[C:7]([O:8][CH3:9])=[CH:6][CH:5]=[CH:4][C:3]=1[NH:10][C:11](=[S:26])[C:12]([F:15])([F:14])[F:13]. The catalyst class is: 12.